This data is from Forward reaction prediction with 1.9M reactions from USPTO patents (1976-2016). The task is: Predict the product of the given reaction. (1) Given the reactants Cl.[N:2]1[C:11]2[C:6](=[CH:7][CH:8]=[CH:9][CH:10]=2)[C:5]([C:12](Cl)=[O:13])=[CH:4][CH:3]=1.CCN(C(C)C)C(C)C.CC1C=CC(S(O)(=O)=O)=CC=1.[NH2:35][C@H:36]([CH3:46])[C:37]([N:39]1[CH2:43][CH2:42][CH2:41][C@H:40]1[C:44]#[N:45])=[O:38], predict the reaction product. The product is: [C:44]([C@@H:40]1[CH2:41][CH2:42][CH2:43][N:39]1[C:37](=[O:38])[C@H:36]([NH:35][C:12]([C:5]1[C:6]2[C:11](=[CH:10][CH:9]=[CH:8][CH:7]=2)[N:2]=[CH:3][CH:4]=1)=[O:13])[CH3:46])#[N:45]. (2) The product is: [F:1][C:2]1[CH:40]=[C:39]([F:41])[CH:38]=[C:37]([F:42])[C:3]=1[CH2:4][N:5]1[C:13]([C:14]2[CH:19]=[CH:18][C:17]([N:20]3[CH2:24][CH2:23][C@H:22]([NH2:25])[CH2:21]3)=[CH:16][CH:15]=2)=[C:12]2[C:7]([C:8]([C:33]([F:36])([F:34])[F:35])=[CH:9][CH:10]=[CH:11]2)=[N:6]1. Given the reactants [F:1][C:2]1[CH:40]=[C:39]([F:41])[CH:38]=[C:37]([F:42])[C:3]=1[CH2:4][N:5]1[C:13]([C:14]2[CH:19]=[CH:18][C:17]([N:20]3[CH2:24][CH2:23][C@H:22]([NH:25]C(=O)OC(C)(C)C)[CH2:21]3)=[CH:16][CH:15]=2)=[C:12]2[C:7]([C:8]([C:33]([F:36])([F:35])[F:34])=[CH:9][CH:10]=[CH:11]2)=[N:6]1.FC(F)(F)C(O)=O, predict the reaction product. (3) Given the reactants [Cl:1][C:2]1[CH:7]=[CH:6][CH:5]=[CH:4][C:3]=1[C:8]1[C:9]([CH2:23][C:24]([OH:26])=O)=[C:10]([C:13]2[CH:18]=[CH:17][C:16]([O:19][CH2:20][CH2:21][CH3:22])=[CH:15][CH:14]=2)[S:11][CH:12]=1.Cl.[N:28]1([C:33]([NH2:35])=[NH:34])[CH:32]=[CH:31][CH:30]=[N:29]1.C(N(C(C)C)CC)(C)C, predict the reaction product. The product is: [Cl:1][C:2]1[CH:7]=[CH:6][CH:5]=[CH:4][C:3]=1[C:8]1[C:9]([CH2:23][C:24]([NH:35][C:33](=[NH:34])[N:28]2[CH:32]=[CH:31][CH:30]=[N:29]2)=[O:26])=[C:10]([C:13]2[CH:14]=[CH:15][C:16]([O:19][CH2:20][CH2:21][CH3:22])=[CH:17][CH:18]=2)[S:11][CH:12]=1. (4) Given the reactants COC(C1[CH:14]=[C:13](O)[C:12]2[C:7](=[C:8](OCC3C=CC=CC=3)[CH:9]=[C:10](Br)[CH:11]=2)N=1)=O.[CH3:25][O:26][C:27]([C:29]1[CH:38]=[C:37](OS(C(F)(F)F)(=O)=O)[C:36]2[C:31](=[C:32]([N+:47]([O-])=O)[CH:33]=[CH:34][CH:35]=2)[N:30]=1)=[O:28], predict the reaction product. The product is: [CH3:25][O:26][C:27]([C:29]1[CH:38]=[C:37]([C:14]#[C:13][C:12]2[CH:7]=[CH:8][CH:9]=[CH:10][CH:11]=2)[C:36]2[C:31](=[C:32]([NH2:47])[CH:33]=[CH:34][CH:35]=2)[N:30]=1)=[O:28]. (5) Given the reactants [CH:1](NC(C)C)(C)C.C([Li])CCC.[CH2:13]([N:20]1[CH2:25][CH2:24][CH:23]([C:26]([O:28][CH2:29][CH3:30])=[O:27])[CH2:22][CH2:21]1)[C:14]1[CH:19]=[CH:18][CH:17]=[CH:16][CH:15]=1.IC, predict the reaction product. The product is: [CH2:13]([N:20]1[CH2:25][CH2:24][C:23]([CH3:1])([C:26]([O:28][CH2:29][CH3:30])=[O:27])[CH2:22][CH2:21]1)[C:14]1[CH:15]=[CH:16][CH:17]=[CH:18][CH:19]=1. (6) The product is: [F:21][C:2]([F:1])([C:8]1[CH:13]=[CH:12][CH:11]=[C:10]([N:14]2[CH2:15][CH2:16][N:17]([CH3:20])[CH2:18][CH2:19]2)[CH:9]=1)[C:3]([OH:5])=[O:4]. Given the reactants [F:1][C:2]([F:21])([C:8]1[CH:13]=[CH:12][CH:11]=[C:10]([N:14]2[CH2:19][CH2:18][N:17]([CH3:20])[CH2:16][CH2:15]2)[CH:9]=1)[C:3]([O:5]CC)=[O:4].CO.O.O.[OH-].[Li+], predict the reaction product. (7) Given the reactants Cl[CH2:2][CH2:3][O:4][C:5]1[CH:29]=[CH:28][C:8]([CH2:9][N:10]2[C:18]3[C:13](=[CH:14][CH:15]=[CH:16][CH:17]=3)[C:12]3[CH2:19][CH2:20][S:21][C:22]4[CH:27]=[CH:26][CH:25]=[CH:24][C:23]=4[C:11]2=3)=[CH:7][CH:6]=1.[NH:30]1[CH2:35][CH2:34][CH2:33][CH2:32][CH2:31]1, predict the reaction product. The product is: [N:30]1([CH2:2][CH2:3][O:4][C:5]2[CH:29]=[CH:28][C:8]([CH2:9][N:10]3[C:18]4[C:13](=[CH:14][CH:15]=[CH:16][CH:17]=4)[C:12]4[CH2:19][CH2:20][S:21][C:22]5[CH:27]=[CH:26][CH:25]=[CH:24][C:23]=5[C:11]3=4)=[CH:7][CH:6]=2)[CH2:35][CH2:34][CH2:33][CH2:32][CH2:31]1.